Predict the reactants needed to synthesize the given product. From a dataset of Full USPTO retrosynthesis dataset with 1.9M reactions from patents (1976-2016). (1) Given the product [F:1][CH2:2][C:3]([NH:23][NH:22][C:20]([C:18]1[CH:17]=[CH:16][N:15]([C:11]([I:10])=[CH2:12])[C:14](=[NH:13])[CH:19]=1)=[O:21])=[O:5], predict the reactants needed to synthesize it. The reactants are: [F:1][CH2:2][C:3]([OH:5])=O.C(Cl)CCl.[I:10][C:11]1[N:15]2[CH:16]=[CH:17][C:18]([C:20]([NH:22][NH2:23])=[O:21])=[CH:19][C:14]2=[N:13][CH:12]=1. (2) Given the product [C:16]1([C:8]2[O:7][C:6]3[CH:22]=[C:2]([B:28]([OH:31])[OH:29])[CH:3]=[CH:4][C:5]=3[C:9]=2[C:10]2[CH:15]=[CH:14][CH:13]=[CH:12][CH:11]=2)[CH:21]=[CH:20][CH:19]=[CH:18][CH:17]=1, predict the reactants needed to synthesize it. The reactants are: Br[C:2]1[CH:3]=[CH:4][C:5]2[C:9]([C:10]3[CH:15]=[CH:14][CH:13]=[CH:12][CH:11]=3)=[C:8]([C:16]3[CH:21]=[CH:20][CH:19]=[CH:18][CH:17]=3)[O:7][C:6]=2[CH:22]=1.C([Li])CCC.[B:28](OC)([O:31]C)[O:29]C.Cl. (3) Given the product [CH3:35][S:36]([OH:39])(=[O:38])=[O:37].[O:1]1[C:5]2[CH:6]=[CH:7][CH:8]=[CH:9][C:4]=2[C:3]([N:10]2[CH2:15][CH2:14][N:13]([CH2:16][CH:17]([C:21]3[CH:22]=[C:23]4[C:27](=[CH:28][CH:29]=3)[C:26]([CH3:31])([CH3:30])[C:25](=[O:32])[C:24]4([CH3:33])[CH3:34])[O:18][CH2:19][CH3:20])[CH2:12][CH2:11]2)=[N:2]1, predict the reactants needed to synthesize it. The reactants are: [O:1]1[C:5]2[CH:6]=[CH:7][CH:8]=[CH:9][C:4]=2[C:3]([N:10]2[CH2:15][CH2:14][N:13]([CH2:16][CH:17]([C:21]3[CH:22]=[C:23]4[C:27](=[CH:28][CH:29]=3)[C:26]([CH3:31])([CH3:30])[C:25](=[O:32])[C:24]4([CH3:34])[CH3:33])[O:18][CH2:19][CH3:20])[CH2:12][CH2:11]2)=[N:2]1.[CH3:35][S:36]([OH:39])(=[O:38])=[O:37]. (4) Given the product [CH2:1]([O:8][C:9]1[CH:10]=[C:11]2[C:15](=[CH:16][CH:17]=1)[N:14]([C@@H:32]([C:26]1[CH:31]=[CH:30][CH:29]=[CH:28][CH:27]=1)[C@H:33]([OH:34])[CH2:35][OH:36])[C:13](=[O:18])[C:12]12[CH2:19][CH2:20][CH2:21][CH2:22][CH2:23]1)[C:2]1[CH:3]=[CH:4][CH:5]=[CH:6][CH:7]=1, predict the reactants needed to synthesize it. The reactants are: [CH2:1]([O:8][C:9]1[CH:10]=[C:11]2[C:15](=[CH:16][CH:17]=1)[NH:14][C:13](=[O:18])[C:12]12[CH2:23][CH2:22][CH2:21][CH2:20][CH2:19]1)[C:2]1[CH:7]=[CH:6][CH:5]=[CH:4][CH:3]=1.[H-].[Na+].[C:26]1([C@H:32]2[O:34][C@@H:33]2[CH2:35][OH:36])[CH:31]=[CH:30][CH:29]=[CH:28][CH:27]=1.Cl. (5) Given the product [CH2:11]([O:13][C:14]([C:15]1[CH:16]=[C:17]([CH3:18])[N:9]([C:4]2[CH:5]=[CH:6][C:7]([F:8])=[C:2]([Cl:1])[CH:3]=2)[N:10]=1)=[O:21])[CH3:12], predict the reactants needed to synthesize it. The reactants are: [Cl:1][C:2]1[CH:3]=[C:4]([NH:9][NH2:10])[CH:5]=[CH:6][C:7]=1[F:8].[CH2:11]([O:13][C:14](=[O:21])[C:15](=O)[CH2:16][C:17](=O)[CH3:18])[CH3:12]. (6) Given the product [C:22]1([Si:28]([O:35][CH3:36])([O:29][CH3:30])[O:32][CH3:33])[CH:23]=[CH:24][CH:25]=[CH:26][CH:27]=1, predict the reactants needed to synthesize it. The reactants are: CC(O)C.CC(C)=O.CCO[Si](OCC)(OCC)OCC.[C:22]1([Si:28]([O:35][CH2:36]C)([O:32][CH2:33]C)[O:29][CH2:30]C)[CH:27]=[CH:26][CH:25]=[CH:24][CH:23]=1.[N+]([O-])(O)=O.C(O)CCC.C(O)C. (7) Given the product [OH:22][CH2:23][C:24]1[CH:25]=[C:26]2[CH2:49][C:31]3([C:39]4[C:34](=[N:35][CH:36]=[CH:37][CH:38]=4)[N:33]([CH2:40][O:41][CH2:42][CH2:43][Si:44]([CH3:45])([CH3:46])[CH3:47])[C:32]3=[O:48])[O:30][C:27]2=[N:28][CH:29]=1, predict the reactants needed to synthesize it. The reactants are: C(C1C(=O)C(Cl)=C(Cl)C(=O)C=1C#N)#N.COC1C=CC(C[O:22][CH2:23][C:24]2[CH:25]=[C:26]3[CH2:49][C:31]4([C:39]5[C:34](=[N:35][CH:36]=[CH:37][CH:38]=5)[N:33]([CH2:40][O:41][CH2:42][CH2:43][Si:44]([CH3:47])([CH3:46])[CH3:45])[C:32]4=[O:48])[O:30][C:27]3=[N:28][CH:29]=2)=CC=1. (8) Given the product [CH3:14][O:13][C:8]1[CH:9]=[CH:10][CH:11]=[CH:12][C:7]=1[CH2:6][N:5]1[CH2:4][C:3]2[C:2](=[CH:18][CH:17]=[CH:16][CH:15]=2)[NH:1][C:19]1=[S:20], predict the reactants needed to synthesize it. The reactants are: [NH2:1][C:2]1[CH:18]=[CH:17][CH:16]=[CH:15][C:3]=1[CH2:4][NH:5][CH2:6][C:7]1[CH:12]=[CH:11][CH:10]=[CH:9][C:8]=1[O:13][CH3:14].[C:19](=S)=[S:20]. (9) Given the product [NH:27]1[CH:31]=[C:30]([CH2:32][CH2:33][N:34]2[C:38](=[O:39])/[C:37](=[CH:17]/[C:15]3[O:16][C:12]([C:8]4[CH:9]=[CH:10][CH:11]=[C:6]([Sn:5]([CH2:1][CH2:2][CH2:3][CH3:4])([CH2:23][CH2:24][CH2:25][CH3:26])[CH2:19][CH2:20][CH2:21][CH3:22])[CH:7]=4)=[CH:13][CH:14]=3)/[NH:36][C:35]2=[S:40])[N:29]=[CH:28]1, predict the reactants needed to synthesize it. The reactants are: [CH2:1]([Sn:5]([CH2:23][CH2:24][CH2:25][CH3:26])([CH2:19][CH2:20][CH2:21][CH3:22])[C:6]1[CH:7]=[C:8]([C:12]2[O:16][C:15]([CH:17]=O)=[CH:14][CH:13]=2)[CH:9]=[CH:10][CH:11]=1)[CH2:2][CH2:3][CH3:4].[NH:27]1[CH:31]=[C:30]([CH2:32][CH2:33][N:34]2[C:38](=[O:39])[CH2:37][NH:36][C:35]2=[S:40])[N:29]=[CH:28]1.N1CCCCC1.